Predict the product of the given reaction. From a dataset of Forward reaction prediction with 1.9M reactions from USPTO patents (1976-2016). (1) Given the reactants Cl[C:2]1[CH:7]=[C:6]([Cl:8])[N:5]=[CH:4][N:3]=1.[N+:9]([C:12]1[CH:13]=[C:14]([CH:16]=[CH:17][CH:18]=1)[NH2:15])([O-:11])=[O:10].Cl.O1CCOCC1, predict the reaction product. The product is: [Cl:8][C:6]1[N:5]=[CH:4][N:3]=[C:2]([NH:15][C:14]2[CH:16]=[CH:17][CH:18]=[C:12]([N+:9]([O-:11])=[O:10])[CH:13]=2)[CH:7]=1. (2) The product is: [CH2:1]([N:8]([CH2:9][CH2:10][N:11]1[C:20]2[C:15]([C:16](=[O:22])[NH:17][C:18](=[O:21])[N:19]=2)=[N:14][C:13]2[CH:23]=[C:24]([CH3:28])[C:25]([Cl:27])=[CH:26][C:12]1=2)[C:29](=[O:30])[O:31][C:32]([CH3:35])([CH3:34])[CH3:33])[C:2]1[CH:3]=[CH:4][CH:5]=[CH:6][CH:7]=1. Given the reactants [CH2:1]([NH:8][CH2:9][CH2:10][N:11]1[C:20]2[C:15]([C:16](=[O:22])[NH:17][C:18](=[O:21])[N:19]=2)=[N:14][C:13]2[CH:23]=[C:24]([CH3:28])[C:25]([Cl:27])=[CH:26][C:12]1=2)[C:2]1[CH:7]=[CH:6][CH:5]=[CH:4][CH:3]=1.[C:29](O[C:29]([O:31][C:32]([CH3:35])([CH3:34])[CH3:33])=[O:30])([O:31][C:32]([CH3:35])([CH3:34])[CH3:33])=[O:30].CCN(CC)CC, predict the reaction product. (3) Given the reactants [Br:1][C:2]1[CH:3]=[C:4]([NH2:10])[C:5]([NH2:9])=[N:6][C:7]=1[CH3:8].C([O:13][C:14](=O)[C:15](OCC)=[O:16])C, predict the reaction product. The product is: [Br:1][C:2]1[C:7]([CH3:8])=[N:6][C:5]2=[N:9][C:15]([OH:16])=[C:14]([OH:13])[N:10]=[C:4]2[CH:3]=1. (4) Given the reactants C(O[C:4]([CH:6]1[C:14](=[O:15])[C:13]2[N:12]=[CH:11][CH:10]=[CH:9][C:8]=2[C:7]1=[O:16])=[O:5])C.[CH3:17][O:18][C:19]1[CH:24]=[CH:23][CH:22]=[C:21]([NH2:25])[CH:20]=1.C(O)(=O)C, predict the reaction product. The product is: [CH3:17][O:18][C:19]1[CH:20]=[C:21]([NH:25][C:4]([CH:6]2[C:14](=[O:15])[C:13]3[N:12]=[CH:11][CH:10]=[CH:9][C:8]=3[C:7]2=[O:16])=[O:5])[CH:22]=[CH:23][CH:24]=1. (5) Given the reactants [Cl:1][C:2]1[CH:7]=[CH:6][C:5]([C:8]2[CH:13]=[CH:12][C:11]([OH:14])=[C:10](I)[CH:9]=2)=[CH:4][C:3]=1[C:16]([F:19])([F:18])[F:17].C([Sn](CCCC)(CCCC)[C:25]1[CH:30]=[CH:29][N:28]=[N:27][CH:26]=1)CCC.[F-].[Cs+].CO, predict the reaction product. The product is: [Cl:1][C:2]1[CH:7]=[CH:6][C:5]([C:8]2[CH:13]=[CH:12][C:11]([OH:14])=[C:10]([C:25]3[CH:30]=[CH:29][N:28]=[N:27][CH:26]=3)[CH:9]=2)=[CH:4][C:3]=1[C:16]([F:19])([F:18])[F:17]. (6) Given the reactants [Cl:1][CH2:2][CH2:3][NH:4][C:5](=[O:18])[C:6]1[C:11]([S:12][C:13]([CH3:16])([CH3:15])[CH3:14])=[CH:10][CH:9]=[CH:8][C:7]=1[F:17].[OH:19]OS([O-])=O.[K+].S(S([O-])=O)([O-])(=O)=O.[Na+].[Na+], predict the reaction product. The product is: [Cl:1][CH2:2][CH2:3][NH:4][C:5](=[O:18])[C:6]1[C:7]([F:17])=[CH:8][CH:9]=[CH:10][C:11]=1[S:12]([C:13]([CH3:14])([CH3:15])[CH3:16])=[O:19]. (7) Given the reactants [OH:1][C:2]1[CH:3]=[C:4]([CH2:8][C:9]([OH:11])=O)[CH:5]=[CH:6][CH:7]=1.[F:12][C:13]1[CH:19]=[CH:18][C:16]([NH2:17])=[CH:15][CH:14]=1, predict the reaction product. The product is: [F:12][C:13]1[CH:19]=[CH:18][C:16]([NH:17][C:9](=[O:11])[CH2:8][C:4]2[CH:5]=[CH:6][CH:7]=[C:2]([OH:1])[CH:3]=2)=[CH:15][CH:14]=1.